This data is from Forward reaction prediction with 1.9M reactions from USPTO patents (1976-2016). The task is: Predict the product of the given reaction. Given the reactants [CH3:1][C:2]([CH3:22])([O:4][C:5](=[O:21])[NH:6][CH2:7][CH2:8][CH2:9][CH2:10][CH2:11][NH:12][C:13](=[O:20])[CH2:14][O:15][CH2:16][C:17]([OH:19])=O)[CH3:3].CCOC1N(C(OCC)=O)C2C(=CC=CC=2)C=C1.[CH3:41][N:42]1[C@@H:51]2[CH2:52][C:53]3[CH:58]=[CH:57][C:56]([OH:59])=[C:55]4[O:60][C@H:46]5[C@@H:47]([NH2:62])[CH2:48][CH2:49][C@:50]2([OH:61])[C@:45]5([C:54]=34)[CH2:44][CH2:43]1, predict the reaction product. The product is: [C:2]([O:4][C:5](=[O:21])[NH:6][CH2:7][CH2:8][CH2:9][CH2:10][CH2:11][NH:12][C:13](=[O:20])[CH2:14][O:15][CH2:16][C:17]([NH:62][C@H:47]1[CH2:48][CH2:49][C@:50]2([OH:61])[C@@:45]34[C:54]5[C:53](=[CH:58][CH:57]=[C:56]([OH:59])[C:55]=5[O:60][C@@H:46]13)[CH2:52][CH:51]2[N:42]([CH3:41])[CH2:43][CH2:44]4)=[O:19])([CH3:1])([CH3:3])[CH3:22].